This data is from Full USPTO retrosynthesis dataset with 1.9M reactions from patents (1976-2016). The task is: Predict the reactants needed to synthesize the given product. (1) Given the product [Br:1][C:2]1[CH:7]=[C:6]([C:8]([C:10]2[N:14]([CH2:35][O:34][CH2:33][CH2:32][Si:31]([CH3:38])([CH3:37])[CH3:30])[C:13]3[CH:15]=[CH:16][C:17]([N:19]4[CH2:20][CH2:21][CH:22]([N:25]([CH3:27])[CH3:26])[CH2:23][CH2:24]4)=[CH:18][C:12]=3[N:11]=2)=[O:9])[CH:5]=[CH:4][N:3]=1, predict the reactants needed to synthesize it. The reactants are: [Br:1][C:2]1[CH:7]=[C:6]([C:8]([C:10]2[NH:14][C:13]3[CH:15]=[CH:16][C:17]([N:19]4[CH2:24][CH2:23][CH:22]([N:25]([CH3:27])[CH3:26])[CH2:21][CH2:20]4)=[CH:18][C:12]=3[N:11]=2)=[O:9])[CH:5]=[CH:4][N:3]=1.[H-].[Na+].[CH3:30][Si:31]([CH3:38])([CH3:37])[CH2:32][CH2:33][O:34][CH2:35]Cl.Cl. (2) Given the product [Cl:25][C:20]1[CH:19]=[C:18]([CH:23]=[CH:22][C:21]=1[Cl:24])[CH2:17][C:16]1[C:7]2[CH:8]=[C:9]([O:14][CH3:15])[C:10]([O:12][CH3:13])=[CH:11][C:6]=2[NH:5][C:3](=[O:4])[CH2:2][N:27]=1, predict the reactants needed to synthesize it. The reactants are: Br[CH2:2][C:3]([NH:5][C:6]1[CH:11]=[C:10]([O:12][CH3:13])[C:9]([O:14][CH3:15])=[CH:8][C:7]=1[C:16](=O)[CH2:17][C:18]1[CH:23]=[CH:22][C:21]([Cl:24])=[C:20]([Cl:25])[CH:19]=1)=[O:4].[NH3:27]. (3) Given the product [Cl:18][C:5]1[C:6]([NH:8][C:9]2[CH:17]=[CH:16][CH:15]=[CH:14][C:10]=2[C:11]([OH:13])=[O:12])=[CH:7][C:2]([NH:25][C:24]2[N:20]([CH3:19])[N:21]=[C:22]([CH3:26])[CH:23]=2)=[N:3][CH:4]=1, predict the reactants needed to synthesize it. The reactants are: Cl[C:2]1[CH:7]=[C:6]([NH:8][C:9]2[CH:17]=[CH:16][CH:15]=[CH:14][C:10]=2[C:11]([OH:13])=[O:12])[C:5]([Cl:18])=[CH:4][N:3]=1.[CH3:19][N:20]1[C:24]([NH2:25])=[CH:23][C:22]([CH3:26])=[N:21]1.C1(P(C2C=CC=CC=2)C2C=CC3C(=CC=CC=3)C=2C2C3C(=CC=CC=3)C=CC=2P(C2C=CC=CC=2)C2C=CC=CC=2)C=CC=CC=1.CC(C)([O-])C.[Na+]. (4) Given the product [CH:9]1([N:6]2[CH2:7][CH2:8][C:2]3[S:16][C:15]([CH:17]4[CH2:22][CH2:21][N:20]([C:23]([O:25][C:26]([CH3:29])([CH3:28])[CH3:27])=[O:24])[CH2:19][CH2:18]4)=[N:14][C:3]=3[CH2:4][CH2:5]2)[CH2:12][CH2:11][CH2:10]1, predict the reactants needed to synthesize it. The reactants are: Br[CH:2]1[CH2:8][CH2:7][N:6]([CH:9]2[CH2:12][CH2:11][CH2:10]2)[CH2:5][CH2:4][C:3]1=O.[NH2:14][C:15]([CH:17]1[CH2:22][CH2:21][N:20]([C:23]([O:25][C:26]([CH3:29])([CH3:28])[CH3:27])=[O:24])[CH2:19][CH2:18]1)=[S:16]. (5) Given the product [CH:12]([C:15]1[CH:16]=[CH:17][C:18]([S:21]([NH:24][C:25]2[N:26]=[C:27]([C:46]3[CH:47]=[CH:48][N:49]=[CH:50][CH:51]=3)[N:28]=[C:29]([O:40][CH2:41][C:42]#[C:43][CH2:44][O:45][C:55](=[O:56])[NH:53][C:2]3[CH:3]=[CH:4][CH:5]=[CH:6][N:1]=3)[C:30]=2[O:31][C:32]2[CH:37]=[CH:36][CH:35]=[CH:34][C:33]=2[O:38][CH3:39])(=[O:22])=[O:23])=[N:19][CH:20]=1)([CH3:14])[CH3:13], predict the reactants needed to synthesize it. The reactants are: [N:1]1[CH:6]=[CH:5][CH:4]=[CH:3][C:2]=1C(N=[N+]=[N-])=O.[CH:12]([C:15]1[CH:16]=[CH:17][C:18]([S:21]([NH:24][C:25]2[C:30]([O:31][C:32]3[CH:37]=[CH:36][CH:35]=[CH:34][C:33]=3[O:38][CH3:39])=[C:29]([O:40][CH2:41][C:42]#[C:43][CH2:44][OH:45])[N:28]=[C:27]([C:46]3[CH:51]=[CH:50][N:49]=[CH:48][CH:47]=3)[N:26]=2)(=[O:23])=[O:22])=[N:19][CH:20]=1)([CH3:14])[CH3:13].C[N:53]([CH:55]=[O:56])C. (6) Given the product [NH2:14][C:13]1[CH:12]=[CH:11][C:8]([C:9]#[N:10])=[CH:7][C:6]=1[NH:5][CH:1]1[CH2:2][CH2:3][CH2:4]1, predict the reactants needed to synthesize it. The reactants are: [CH:1]1([NH:5][C:6]2[CH:7]=[C:8]([CH:11]=[CH:12][C:13]=2[N+:14]([O-])=O)[C:9]#[N:10])[CH2:4][CH2:3][CH2:2]1.[Cl-].[NH4+]. (7) Given the product [CH3:22][O:23][CH2:24][C:25]([NH:1][C:2]1[CH:10]=[CH:9][CH:8]=[C:7]2[C:3]=1[C:4](=[O:21])[N:5]([C:12]1([CH3:20])[CH2:17][CH2:16][C:15](=[O:18])[NH:14][C:13]1=[O:19])[C:6]2=[O:11])=[O:26], predict the reactants needed to synthesize it. The reactants are: [NH2:1][C:2]1[CH:10]=[CH:9][CH:8]=[C:7]2[C:3]=1[C:4](=[O:21])[N:5]([C:12]1([CH3:20])[CH2:17][CH2:16][C:15](=[O:18])[NH:14][C:13]1=[O:19])[C:6]2=[O:11].[CH3:22][O:23][CH2:24][C:25](Cl)=[O:26].CO. (8) The reactants are: Cl.[F:2][CH2:3][CH2:4][NH2:5].[CH3:6]CN(C(C)C)C(C)C.C(Cl)(Cl)=S.[Br:19][C:20]1[CH:21]=[C:22]([NH2:27])[C:23]([NH2:26])=[CH:24][CH:25]=1. Given the product [Br:19][C:20]1[CH:25]=[CH:24][C:23]2[NH:26][C:6]([NH:5][CH2:4][CH2:3][F:2])=[N:27][C:22]=2[CH:21]=1, predict the reactants needed to synthesize it. (9) Given the product [N:32]1([C:30]([CH:26]2[CH2:27][CH2:28][CH2:29][N:24]([C:4]3[N:3]=[C:2]4[NH:1][C:9]([C@@H:11]5[CH2:16][CH2:15][CH2:14][N:13]([C:17]([O:19][C:20]([CH3:23])([CH3:22])[CH3:21])=[O:18])[CH2:12]5)=[N:8][C:7]4=[CH:6][CH:5]=3)[CH2:25]2)=[O:31])[CH2:36][CH2:35][CH2:34][CH2:33]1, predict the reactants needed to synthesize it. The reactants are: [NH2:1][C:2]1[C:7]([NH:8][C:9]([CH:11]2[CH2:16][CH2:15][CH2:14][N:13]([C:17]([O:19][C:20]([CH3:23])([CH3:22])[CH3:21])=[O:18])[CH2:12]2)=O)=[CH:6][CH:5]=[C:4]([N:24]2[CH2:29][CH2:28][CH2:27][C@@H:26]([C:30]([N:32]3[CH2:36][CH2:35][CH2:34][CH2:33]3)=[O:31])[CH2:25]2)[N:3]=1.C[O-].[Na+].